This data is from Peptide-MHC class II binding affinity with 134,281 pairs from IEDB. The task is: Regression. Given a peptide amino acid sequence and an MHC pseudo amino acid sequence, predict their binding affinity value. This is MHC class II binding data. (1) The MHC is HLA-DQA10501-DQB10201 with pseudo-sequence HLA-DQA10501-DQB10201. The binding affinity (normalized) is 0.531. The peptide sequence is VRFSWLSLLVPFVQW. (2) The peptide sequence is INEPTAFAIAYGLDR. The MHC is HLA-DQA10102-DQB10602 with pseudo-sequence HLA-DQA10102-DQB10602. The binding affinity (normalized) is 0.569.